Dataset: Reaction yield outcomes from USPTO patents with 853,638 reactions. Task: Predict the reaction yield, written as a fraction of the theoretical maximum amount of product (1.0 means a 100% yield; for example, 0.34 means a 34% yield). (1) The reactants are [C:1]([C:3]1[CH:8]=[CH:7][C:6]([S:9](Cl)(=[O:11])=[O:10])=[CH:5][CH:4]=1)#[N:2].[CH2:13]([O:15][C:16]1[CH:29]=[CH:28][C:19]([CH2:20][NH:21][CH2:22][C:23]2[O:24][CH:25]=[CH:26][CH:27]=2)=[CH:18][CH:17]=1)[CH3:14].C(N(CC)CC)C. The catalyst is C(Cl)Cl.O. The product is [C:1]([C:3]1[CH:8]=[CH:7][C:6]([S:9]([N:21]([CH2:20][C:19]2[CH:18]=[CH:17][C:16]([O:15][CH2:13][CH3:14])=[CH:29][CH:28]=2)[CH2:22][C:23]2[O:24][CH:25]=[CH:26][CH:27]=2)(=[O:11])=[O:10])=[CH:5][CH:4]=1)#[N:2]. The yield is 0.680. (2) The reactants are [NH2:1][C@H:2]([C:4]1[N:9]([C:10]2[CH:15]=[CH:14][CH:13]=[CH:12][CH:11]=2)[C:8](=[O:16])[C:7]2=[C:17]([CH3:20])[CH:18]=[CH:19][N:6]2[N:5]=1)[CH3:3].[NH2:21][C:22]1[C:27]([C:28]([NH:30][C:31]2[CH:36]=[C:35]([NH:37][S:38]([CH3:41])(=[O:40])=[O:39])[CH:34]=[C:33]([O:42][CH3:43])[CH:32]=2)=[O:29])=[C:26](Cl)[N:25]=[CH:24][N:23]=1.CCN(C(C)C)C(C)C.[F-].[Cs+]. The catalyst is C(O)(C)(C)C. The product is [NH2:21][C:22]1[C:27]([C:28]([NH:30][C:31]2[CH:36]=[C:35]([NH:37][S:38]([CH3:41])(=[O:39])=[O:40])[CH:34]=[C:33]([O:42][CH3:43])[CH:32]=2)=[O:29])=[C:26]([NH:1][C@H:2]([C:4]2[N:9]([C:10]3[CH:15]=[CH:14][CH:13]=[CH:12][CH:11]=3)[C:8](=[O:16])[C:7]3=[C:17]([CH3:20])[CH:18]=[CH:19][N:6]3[N:5]=2)[CH3:3])[N:25]=[CH:24][N:23]=1. The yield is 0.230. (3) The reactants are [CH3:1][O:2][C:3]1[CH:4]=[C:5]2[C:10](=[C:11]([NH2:13])[CH:12]=1)[N:9]=[CH:8][CH:7]=[CH:6]2.Br[CH2:15][CH2:16][CH2:17][C:18]#[N:19]. The catalyst is CCN(CC)CC.CO. The product is [CH3:1][O:2][C:3]1[CH:4]=[C:5]2[C:10](=[C:11]([NH:13][CH2:15][CH2:16][CH2:17][C:18]#[N:19])[CH:12]=1)[N:9]=[CH:8][CH:7]=[CH:6]2. The yield is 0.400. (4) The reactants are [CH3:1][CH:2]([CH2:4][CH:5]([NH:31][C:32]([CH2:34][NH:35][C:36]([CH:38]([NH:47][C:48]([CH:50]([NH:53][C:54]([CH:56]([NH:67][C:68]([CH:70]([NH:77][C:78]([CH:80]1[NH:85][C:83](=[O:84])[CH2:82][CH2:81]1)=[O:79])[CH2:71][C:72]1[NH:76][CH:75]=[N:74][CH:73]=1)=[O:69])[CH2:57][C:58]1[C:66]2[C:61](=[CH:62][CH:63]=[CH:64][CH:65]=2)[NH:60][CH:59]=1)=[O:55])[CH2:51][OH:52])=[O:49])[CH2:39][C:40]1[CH:45]=[CH:44][C:43]([OH:46])=[CH:42][CH:41]=1)=[O:37])=[O:33])[C:6]([NH:8][CH:9]([C:17]([N:19]1[CH:23]([C:24]([NH:26][CH2:27][C:28]([NH2:30])=[O:29])=[O:25])[CH2:22][CH2:21][CH2:20]1)=[O:18])[CH2:10][CH2:11][CH2:12][N:13]=[C:14]([NH2:16])[NH2:15])=[O:7])[CH3:3].[CH2:86]([OH:119])[CH2:87][O:88][CH2:89][CH2:90][O:91][CH2:92][CH2:93][O:94][CH2:95][CH2:96][O:97][CH2:98][CH2:99][O:100][CH2:101][CH2:102][O:103][CH2:104][CH2:105][O:106][CH2:107][CH2:108][O:109][CH2:110][CH2:111][O:112][CH2:113][CH2:114][O:115][CH2:116][CH2:117][OH:118]. The catalyst is C(#N)C.O. The product is [CH3:3][CH:2]([CH2:4][CH:5]([NH:31][C:32]([CH2:34][NH:35][C:36]([CH:38]([NH:47][C:48]([CH:50]([NH:53][C:54]([CH:56]([NH:67][C:68]([CH:70]([NH:77][C:78]([CH:80]1[NH:85][C:83](=[O:84])[CH2:82][CH2:81]1)=[O:79])[CH2:71][C:72]1[NH:76][CH:75]=[N:74][CH:73]=1)=[O:69])[CH2:57][C:58]1[C:66]2[C:61](=[CH:62][CH:63]=[CH:64][CH:65]=2)[NH:60][CH:59]=1)=[O:55])[CH2:51][OH:52])=[O:49])[CH2:39][C:40]1[CH:41]=[CH:42][C:43]([OH:46])=[CH:44][CH:45]=1)=[O:37])=[O:33])[C:6]([NH:8][CH:9]([C:17]([N:19]1[CH:23]([C:24]([NH:26][CH2:27][C:28]([NH2:30])=[O:29])=[O:25])[CH2:22][CH2:21][CH2:20]1)=[O:18])[CH2:10][CH2:11][CH2:12][N:13]=[C:14]([NH2:16])[NH2:15])=[O:7])[CH3:1].[CH2:117]([OH:118])[CH2:116][O:115][CH2:114][CH2:113][O:112][CH2:111][CH2:110][O:109][CH2:108][CH2:107][O:106][CH2:105][CH2:104][O:103][CH2:102][CH2:101][O:100][CH2:99][CH2:98][O:97][CH2:96][CH2:95][O:94][CH2:93][CH2:92][O:91][CH2:90][CH2:89][O:88][CH2:87][CH2:86][OH:119]. The yield is 0.600. (5) The reactants are F[C:2]1[CH:3]=[C:4]([CH3:11])[CH:5]=[CH:6][C:7]=1[N+:8]([O-:10])=[O:9].[CH3:12][C:13]1[CH:19]=[CH:18][C:16]([NH2:17])=[C:15]([O:20][CH2:21][CH2:22][CH3:23])[CH:14]=1.[NH2:24][C:25]1[S:26][CH:27]=[CH:28][N:29]=1.[CH2:30]([OH:33])CC. No catalyst specified. The product is [CH2:15]([O:20][C:2]1[CH:3]=[C:4]([CH3:11])[CH:5]=[CH:6][C:7]=1[N+:8]([O-:10])=[O:9])[CH2:14][CH3:13].[CH3:12][C:13]1[CH:19]=[CH:18][C:16]([NH:17][C:30]([NH:24][C:25]2[S:26][CH:27]=[CH:28][N:29]=2)=[O:33])=[C:15]([O:20][CH2:21][CH2:22][CH3:23])[CH:14]=1. The yield is 0.800.